Dataset: Forward reaction prediction with 1.9M reactions from USPTO patents (1976-2016). Task: Predict the product of the given reaction. (1) Given the reactants Cl[C:2]1[C:3]([NH2:9])=[N:4][CH:5]=[N:6][C:7]=1Cl.[NH2:10][C:11]1[CH:12]=[C:13]([OH:17])[CH:14]=[CH:15][CH:16]=1.[CH3:18][C:19]1[CH:20]=[C:21]([CH:37]=[CH:38][CH:39]=1)[CH2:22][N:23]1[CH:27]=[C:26](B2OC(C)(C)C(C)(C)O2)[CH:25]=[N:24]1.[C:40](Cl)(=[O:43])[CH:41]=[CH2:42], predict the reaction product. The product is: [NH2:9][C:3]1[N:4]=[CH:5][N:6]=[C:7]([O:17][C:13]2[CH:12]=[C:11]([NH:10][C:40](=[O:43])[CH:41]=[CH2:42])[CH:16]=[CH:15][CH:14]=2)[C:2]=1[C:26]1[CH:25]=[N:24][N:23]([CH2:22][C:21]2[CH:37]=[CH:38][CH:39]=[C:19]([CH3:18])[CH:20]=2)[CH:27]=1. (2) Given the reactants [CH2:1]([N:3]([CH2:37][CH3:38])[CH2:4][CH2:5][CH2:6][NH:7][C:8]1[N:9]=[C:10]([C:27]2[CH:28]=[C:29]([CH:33]=[CH:34][C:35]=2[CH3:36])[C:30](O)=[O:31])[C:11]2[CH:17]=[CH:16][C:15](=[O:18])[N:14]([C:19]3[C:24]([F:25])=[CH:23][CH:22]=[CH:21][C:20]=3[F:26])[C:12]=2[N:13]=1)[CH3:2].CN(C(ON1N=NC2C=CC=CC1=2)=[N+](C)C)C.F[P-](F)(F)(F)(F)F.C(N(CC)CC)C.[C:70]1([C@@H:76]([NH2:78])[CH3:77])[CH:75]=[CH:74][CH:73]=[CH:72][CH:71]=1, predict the reaction product. The product is: [CH2:37]([N:3]([CH2:1][CH3:2])[CH2:4][CH2:5][CH2:6][NH:7][C:8]1[N:9]=[C:10]([C:27]2[CH:28]=[C:29]([CH:33]=[CH:34][C:35]=2[CH3:36])[C:30]([NH:78][CH:76]([CH:70]2[CH:71]=[CH:72][CH:73]=[CH:74][CH2:75]2)[CH3:77])=[O:31])[C:11]2[CH:17]=[CH:16][C:15](=[O:18])[N:14]([C:19]3[C:24]([F:25])=[CH:23][CH:22]=[CH:21][C:20]=3[F:26])[C:12]=2[N:13]=1)[CH3:38]. (3) Given the reactants [Li+].[OH-:2].OO.[CH2:5]([N:12]1[CH2:16][C@@H:15]([C:17]2[CH:22]=[CH:21][C:20]([C:23]([F:26])([F:25])[F:24])=[C:19]([F:27])[CH:18]=2)[C@H:14]([C:28](N2[C@H](C3C=CC=CC=3)COC2=O)=[O:29])[CH2:13]1)[C:6]1[CH:11]=[CH:10][CH:9]=[CH:8][CH:7]=1.S([O-])([O-])=O.[Na+].[Na+].OS([O-])(=O)=O.[K+], predict the reaction product. The product is: [CH2:5]([N:12]1[CH2:16][C@@H:15]([C:17]2[CH:22]=[CH:21][C:20]([C:23]([F:26])([F:24])[F:25])=[C:19]([F:27])[CH:18]=2)[C@H:14]([C:28]([OH:29])=[O:2])[CH2:13]1)[C:6]1[CH:11]=[CH:10][CH:9]=[CH:8][CH:7]=1. (4) Given the reactants [C:1]([C:4]1[C:22](=[O:23])[C@@:8]2([CH3:24])[C:9]3[C:15]([OH:16])=[CH:14][C:13]([O:17][CH3:18])=[C:12]([C:19]([NH2:21])=[O:20])[C:10]=3[O:11][C:7]2=[CH:6][C:5]=1[OH:25])(=[O:3])[CH3:2].[CH2:26]([O:33][C:34]1[C:43]2[C:38](=[CH:39][CH:40]=[CH:41][CH:42]=2)[C:37]([CH:44]=O)=[CH:36][CH:35]=1)[C:27]1[CH:32]=[CH:31][CH:30]=[CH:29][CH:28]=1.C([SiH](CC)CC)C.FC(F)(F)C(O)=O, predict the reaction product. The product is: [C:1]([C:4]1[C:22](=[O:23])[C@@:8]2([CH3:24])[C:9]3[C:15]([OH:16])=[CH:14][C:13]([O:17][CH3:18])=[C:12]([C:19]([NH:21][CH2:44][C:37]4[C:38]5[C:43](=[CH:42][CH:41]=[CH:40][CH:39]=5)[C:34]([O:33][CH2:26][C:27]5[CH:32]=[CH:31][CH:30]=[CH:29][CH:28]=5)=[CH:35][CH:36]=4)=[O:20])[C:10]=3[O:11][C:7]2=[CH:6][C:5]=1[OH:25])(=[O:3])[CH3:2]. (5) Given the reactants [CH3:1][NH:2][CH2:3][CH2:4][OH:5].[C:6](=[O:9])([O-])[OH:7].[Na+].[CH2:11]1[CH2:15][O:14]C[CH2:12]1.[CH2:16](C(CC(Cl)=O)C(Cl)=O)[CH3:17], predict the reaction product. The product is: [OH:5][CH2:4][CH2:3][N:2]([CH3:1])[C:15](=[O:14])[CH2:11][CH2:12][C:6]([O:7][CH2:16][CH3:17])=[O:9]. (6) Given the reactants [CH3:1][O:2][C:3]1[CH:4]=[C:5]([NH:12][CH:13]2[CH2:16][N:15](C(OC(C)(C)C)=O)[CH2:14]2)[CH:6]=[CH:7][C:8]=1[N+:9]([O-:11])=[O:10].[C:24]([OH:30])([C:26]([F:29])([F:28])[F:27])=[O:25], predict the reaction product. The product is: [CH3:1][O:2][C:3]1[CH:4]=[C:5]([NH:12][CH:13]2[CH2:14][NH:15][CH2:16]2)[CH:6]=[CH:7][C:8]=1[N+:9]([O-:11])=[O:10].[C:24]([OH:30])([C:26]([F:29])([F:28])[F:27])=[O:25]. (7) Given the reactants [O:1]=[C:2]([C:10]1[CH:11]=[N:12][CH:13]=[CH:14][CH:15]=1)[CH2:3]P(=O)(OC)OC.[H-].[Na+].[C:18]([O:22][C:23]([N:25]1[CH2:30][CH2:29][CH:28]([CH:31]=O)[CH2:27][CH2:26]1)=[O:24])([CH3:21])([CH3:20])[CH3:19], predict the reaction product. The product is: [C:18]([O:22][C:23]([N:25]1[CH2:30][CH2:29][CH:28]([CH:31]=[CH:3][C:2](=[O:1])[C:10]2[CH:11]=[N:12][CH:13]=[CH:14][CH:15]=2)[CH2:27][CH2:26]1)=[O:24])([CH3:21])([CH3:19])[CH3:20].